This data is from Catalyst prediction with 721,799 reactions and 888 catalyst types from USPTO. The task is: Predict which catalyst facilitates the given reaction. (1) Reactant: [CH3:1][C:2]([CH3:21])([CH3:20])[C:3]([C:5]1[N:9]([CH2:10][C:11]([OH:13])=O)[C:8]2[CH:14]=[CH:15][C:16]([O:18][CH3:19])=[CH:17][C:7]=2[N:6]=1)=[O:4].C1C=CC2N(O)N=NC=2C=1.[CH2:32]([NH:36][CH2:37][CH2:38][CH2:39][CH3:40])[CH2:33][CH2:34][CH3:35].CCN(C(C)C)C(C)C. Product: [CH2:32]([N:36]([CH2:37][CH2:38][CH2:39][CH3:40])[C:11](=[O:13])[CH2:10][N:9]1[C:8]2[CH:14]=[CH:15][C:16]([O:18][CH3:19])=[CH:17][C:7]=2[N:6]=[C:5]1[C:3](=[O:4])[C:2]([CH3:20])([CH3:1])[CH3:21])[CH2:33][CH2:34][CH3:35]. The catalyst class is: 607. (2) Product: [CH2:18]([CH:14]1[CH2:15][CH2:16][O:17][C:4]2[C:5]3[C:10]([C:1](=[O:12])[C:2](=[O:11])[C:3]=2[S:13]1)=[CH:9][CH:8]=[CH:7][CH:6]=3)[CH2:19][CH3:20]. Reactant: [C:1]1(=[O:12])[C:10]2[C:5](=[CH:6][CH:7]=[CH:8][CH:9]=2)[CH:4]=[CH:3][C:2]1=[O:11].[SH:13][CH:14]([CH2:18][CH2:19][CH3:20])[CH2:15][CH2:16][OH:17].C(N(C(C)C)CC)(C)C. The catalyst class is: 10. (3) Reactant: [CH3:1][O:2][C:3]([C:5]1[CH:10]=[CH:9][C:8](B(O)O)=[CH:7][CH:6]=1)=[O:4].[CH3:14][C:15](=O)[CH:16]=[CH2:17].[Li+].[OH-].[C:21]1([C@H:31]([NH2:33])[CH3:32])[C:30]2[C:25](=[CH:26][CH:27]=[CH:28][CH:29]=2)[CH:24]=[CH:23][CH:22]=1.[BH-](OC(C)=O)(OC(C)=O)OC(C)=O.[Na+].C(O)(=O)C. Product: [CH3:1][O:2][C:3](=[O:4])[C:5]1[CH:10]=[CH:9][C:8]([CH2:17][CH2:16][CH:15]([NH:33][C@@H:31]([C:21]2[C:30]3[C:25](=[CH:26][CH:27]=[CH:28][CH:29]=3)[CH:24]=[CH:23][CH:22]=2)[CH3:32])[CH3:14])=[CH:7][CH:6]=1. The catalyst class is: 149. (4) Reactant: [OH:1][CH:2]1[CH2:7][CH2:6][N:5]([C:8]([O:10][C:11]([CH3:14])([CH3:13])[CH3:12])=[O:9])[CH2:4][CH2:3]1.[H-].[Na+].[Cl:17][C:18]1[N:23]=[C:22](Cl)[CH:21]=[CH:20][N:19]=1. Product: [Cl:17][C:18]1[N:23]=[C:22]([O:1][CH:2]2[CH2:3][CH2:4][N:5]([C:8]([O:10][C:11]([CH3:14])([CH3:13])[CH3:12])=[O:9])[CH2:6][CH2:7]2)[CH:21]=[CH:20][N:19]=1. The catalyst class is: 56. (5) Reactant: [Cl:1][C:2]1[CH:7]=[CH:6][C:5]([CH2:8][CH:9]([C:11]2[CH:16]=[CH:15][C:14]([C:17]3[CH:22]=[CH:21][C:20]([O:23][C:24]([F:27])([F:26])[F:25])=[CH:19][CH:18]=3)=[CH:13][N:12]=2)[OH:10])=[C:4]([F:28])[CH:3]=1.CC(OI1(OC(C)=O)(OC(C)=O)OC(=O)C2C=CC=CC1=2)=O. Product: [Cl:1][C:2]1[CH:7]=[CH:6][C:5]([CH2:8][C:9]([C:11]2[CH:16]=[CH:15][C:14]([C:17]3[CH:22]=[CH:21][C:20]([O:23][C:24]([F:25])([F:26])[F:27])=[CH:19][CH:18]=3)=[CH:13][N:12]=2)=[O:10])=[C:4]([F:28])[CH:3]=1. The catalyst class is: 2. (6) Reactant: Cl.[CH3:2][O:3][C:4]1[CH:5]=[C:6]([C:12]2[C@@H:21]3[C@@H:16]([CH2:17][CH2:18][CH2:19][CH2:20]3)[C:15](=[O:22])[N:14]([CH:23]3[CH2:28][CH2:27][NH:26][CH2:25][CH2:24]3)[N:13]=2)[CH:7]=[CH:8][C:9]=1[O:10][CH3:11].[C:29]([O:33][C:34]([NH:36][CH2:37][C:38](O)=[O:39])=[O:35])([CH3:32])([CH3:31])[CH3:30].CN(C(ON1N=NC2C=CC=CC1=2)=[N+](C)C)C.F[P-](F)(F)(F)(F)F.CCN(C(C)C)C(C)C.C(=O)(O)[O-].[Na+]. Product: [CH3:2][O:3][C:4]1[CH:5]=[C:6]([C:12]2[C@@H:21]3[C@@H:16]([CH2:17][CH2:18][CH2:19][CH2:20]3)[C:15](=[O:22])[N:14]([CH:23]3[CH2:24][CH2:25][N:26]([C:38](=[O:39])[CH2:37][NH:36][C:34](=[O:35])[O:33][C:29]([CH3:30])([CH3:31])[CH3:32])[CH2:27][CH2:28]3)[N:13]=2)[CH:7]=[CH:8][C:9]=1[O:10][CH3:11]. The catalyst class is: 2. (7) Reactant: [OH-].[K+].[C:3]([O:7][C:8]([N:10]1[CH2:15][CH2:14][C:13]([CH:21]([C:27]#[N:28])[C:22]([O:24]CC)=[O:23])([CH:16]2[CH2:20][CH2:19][CH2:18][CH2:17]2)[CH2:12][CH2:11]1)=[O:9])([CH3:6])([CH3:5])[CH3:4]. Product: [C:3]([O:7][C:8]([N:10]1[CH2:11][CH2:12][C:13]([CH:21]([C:27]#[N:28])[C:22]([OH:24])=[O:23])([CH:16]2[CH2:20][CH2:19][CH2:18][CH2:17]2)[CH2:14][CH2:15]1)=[O:9])([CH3:6])([CH3:4])[CH3:5]. The catalyst class is: 40.